The task is: Predict the reaction yield, written as a fraction of the theoretical maximum amount of product (1.0 means a 100% yield; for example, 0.34 means a 34% yield).. This data is from Reaction yield outcomes from USPTO patents with 853,638 reactions. (1) The reactants are Cl[C:2]1[CH:7]=[C:6]([Cl:8])[N:5]=[CH:4][N:3]=1.[F:9][C:10]1[CH:15]=[C:14]([N+:16]([O-:18])=[O:17])[CH:13]=[CH:12][C:11]=1[OH:19].CN(C=O)C.C(=O)([O-])[O-].[K+].[K+]. The catalyst is O. The product is [Cl:8][C:6]1[CH:7]=[C:2]([O:19][C:11]2[CH:12]=[CH:13][C:14]([N+:16]([O-:18])=[O:17])=[CH:15][C:10]=2[F:9])[N:3]=[CH:4][N:5]=1. The yield is 0.940. (2) The reactants are [Li+].[Cl-].FC(F)(F)S(O[C:9]1[CH2:10][CH2:11][N:12]([C:15]([O:17][C:18]([CH3:21])([CH3:20])[CH3:19])=[O:16])[CH2:13][CH:14]=1)(=O)=O.[F:24][C:25]([F:37])([F:36])[O:26][C:27]1[CH:32]=[CH:31][C:30](B(O)O)=[CH:29][CH:28]=1.C([O-])([O-])=O.[Na+].[Na+]. The catalyst is COCCOC.C1C=CC([P]([Pd]([P](C2C=CC=CC=2)(C2C=CC=CC=2)C2C=CC=CC=2)([P](C2C=CC=CC=2)(C2C=CC=CC=2)C2C=CC=CC=2)[P](C2C=CC=CC=2)(C2C=CC=CC=2)C2C=CC=CC=2)(C2C=CC=CC=2)C2C=CC=CC=2)=CC=1. The product is [F:24][C:25]([F:36])([F:37])[O:26][C:27]1[CH:32]=[CH:31][C:30]([C:9]2[CH2:10][CH2:11][N:12]([C:15]([O:17][C:18]([CH3:19])([CH3:20])[CH3:21])=[O:16])[CH2:13][CH:14]=2)=[CH:29][CH:28]=1. The yield is 0.520. (3) The reactants are C(=O)([O-])[O-].[Cs+].[Cs+].[NH2:7][C:8]1[N:13]=[CH:12][C:11]([C:14]([N:16]2[C@@H:21]([CH3:22])[CH2:20][O:19][CH2:18][C@@H:17]2[CH3:23])=[O:15])=[CH:10][CH:9]=1.Br[C:25]1[C:26](=[O:33])[N:27]([CH3:32])[N:28]=[C:29]([Cl:31])[CH:30]=1.CC1(C)C2C(=C(P(C3C=CC=CC=3)C3C=CC=CC=3)C=CC=2)OC2C(P(C3C=CC=CC=3)C3C=CC=CC=3)=CC=CC1=2. The catalyst is C1C=CC(/C=C/C(/C=C/C2C=CC=CC=2)=O)=CC=1.C1C=CC(/C=C/C(/C=C/C2C=CC=CC=2)=O)=CC=1.C1C=CC(/C=C/C(/C=C/C2C=CC=CC=2)=O)=CC=1.[Pd].[Pd].O1CCOCC1. The product is [Cl:31][C:29]1[CH:30]=[C:25]([NH:7][C:8]2[CH:9]=[CH:10][C:11]([C:14]([N:16]3[C@@H:21]([CH3:22])[CH2:20][O:19][CH2:18][C@@H:17]3[CH3:23])=[O:15])=[CH:12][N:13]=2)[C:26](=[O:33])[N:27]([CH3:32])[N:28]=1. The yield is 0.310. (4) The reactants are C(O)(=O)C.[CH2:5]([C:9]1[CH:14]=[CH:13][C:12](/[CH:15]=[CH:16]/[N+:17]([O-:19])=[O:18])=[CH:11][CH:10]=1)[CH2:6][CH2:7][CH3:8].[BH4-].[Na+]. The catalyst is CS(C)=O. The product is [CH2:5]([C:9]1[CH:14]=[CH:13][C:12]([CH2:15][CH2:16][N+:17]([O-:19])=[O:18])=[CH:11][CH:10]=1)[CH2:6][CH2:7][CH3:8]. The yield is 0.260.